From a dataset of Catalyst prediction with 721,799 reactions and 888 catalyst types from USPTO. Predict which catalyst facilitates the given reaction. Reactant: [Li+].[OH-].[Cl:3][C:4]1[CH:29]=[CH:28][CH:27]=[CH:26][C:5]=1[C:6]([N:8]([C@H:13]1[C:21]2[C:16](=[CH:17][CH:18]=[C:19]([C:22]([O:24]C)=[O:23])[CH:20]=2)[CH2:15][CH2:14]1)[CH2:9][CH:10]([CH3:12])[CH3:11])=[O:7]. Product: [Cl:3][C:4]1[CH:29]=[CH:28][CH:27]=[CH:26][C:5]=1[C:6]([N:8]([C@H:13]1[C:21]2[C:16](=[CH:17][CH:18]=[C:19]([C:22]([OH:24])=[O:23])[CH:20]=2)[CH2:15][CH2:14]1)[CH2:9][CH:10]([CH3:12])[CH3:11])=[O:7]. The catalyst class is: 799.